From a dataset of Reaction yield outcomes from USPTO patents with 853,638 reactions. Predict the reaction yield, written as a fraction of the theoretical maximum amount of product (1.0 means a 100% yield; for example, 0.34 means a 34% yield). (1) The reactants are [F:1][C:2]1[CH:3]=[C:4]([CH:13]([CH3:17])[C:14]([OH:16])=O)[CH:5]=[CH:6][C:7]=1[CH2:8][S:9]([CH3:12])(=[O:11])=[O:10].[Cl:18][C:19]1[CH:20]=[C:21]([N:25]2[C:29]([CH2:30][NH2:31])=[CH:28][C:27]([C:32]([F:35])([F:34])[F:33])=[N:26]2)[CH:22]=[CH:23][CH:24]=1.F[B-](F)(F)F.N1(OC(N(C)C)=[N+](C)C)C2C=CC=CC=2N=N1.ON1C2C=CC=CC=2N=N1.C(N(C(C)C)C(C)C)C. The catalyst is C1COCC1. The product is [Cl:18][C:19]1[CH:20]=[C:21]([N:25]2[C:29]([CH2:30][NH:31][C:14](=[O:16])[CH:13]([C:4]3[CH:5]=[CH:6][C:7]([CH2:8][S:9]([CH3:12])(=[O:10])=[O:11])=[C:2]([F:1])[CH:3]=3)[CH3:17])=[CH:28][C:27]([C:32]([F:33])([F:34])[F:35])=[N:26]2)[CH:22]=[CH:23][CH:24]=1. The yield is 0.690. (2) The reactants are [CH2:1]([O:8][C:9]1[CH:14]=[CH:13][C:12]([CH2:15][C:16]#[N:17])=[CH:11][CH:10]=1)[C:2]1[CH:7]=[CH:6][CH:5]=[CH:4][CH:3]=1.CO.[OH-].[Na+].[C:22]1(=[O:28])[CH2:27][CH2:26][CH2:25][CH2:24][CH2:23]1. The catalyst is CCCCCC. The product is [C:16]([CH:15]([C:12]1[CH:11]=[CH:10][C:9]([O:8][CH2:1][C:2]2[CH:3]=[CH:4][CH:5]=[CH:6][CH:7]=2)=[CH:14][CH:13]=1)[C:22]1([OH:28])[CH2:27][CH2:26][CH2:25][CH2:24][CH2:23]1)#[N:17]. The yield is 0.839. (3) The reactants are [N+:1]([C:4]1[CH:5]=[C:6]2[C:10](=[CH:11][CH:12]=1)[NH:9][N:8]=[CH:7]2)([O-:3])=[O:2].C(=O)([O-])[O-].[K+].[K+].Cl.Cl[CH2:21][CH2:22][N:23]1[CH2:28][CH2:27][CH2:26][CH2:25][CH2:24]1. The catalyst is CN(C=O)C. The product is [N+:1]([C:4]1[CH:5]=[C:6]2[C:10](=[CH:11][CH:12]=1)[N:9]([CH2:21][CH2:22][N:23]1[CH2:28][CH2:27][CH2:26][CH2:25][CH2:24]1)[N:8]=[CH:7]2)([O-:3])=[O:2]. The yield is 0.640. (4) The reactants are [CH2:1]1[C:7]2[CH:8]=[CH:9][CH:10]=[CH:11][C:6]=2[CH2:5][C:4](=O)[NH:3][C:2]1=O.CO.[ClH:16]. The catalyst is C(OCC)C. The product is [ClH:16].[CH2:5]1[C:6]2[CH:11]=[CH:10][CH:9]=[CH:8][C:7]=2[CH2:1][CH2:2][NH:3][CH2:4]1. The yield is 0.780.